This data is from NCI-60 drug combinations with 297,098 pairs across 59 cell lines. The task is: Regression. Given two drug SMILES strings and cell line genomic features, predict the synergy score measuring deviation from expected non-interaction effect. (1) Drug 1: CC1CCC2CC(C(=CC=CC=CC(CC(C(=O)C(C(C(=CC(C(=O)CC(OC(=O)C3CCCCN3C(=O)C(=O)C1(O2)O)C(C)CC4CCC(C(C4)OC)OCCO)C)C)O)OC)C)C)C)OC. Drug 2: C(=O)(N)NO. Cell line: MOLT-4. Synergy scores: CSS=37.0, Synergy_ZIP=-8.61, Synergy_Bliss=-3.52, Synergy_Loewe=-30.2, Synergy_HSA=-0.830. (2) Drug 1: COC1=CC(=CC(=C1O)OC)C2C3C(COC3=O)C(C4=CC5=C(C=C24)OCO5)OC6C(C(C7C(O6)COC(O7)C8=CC=CS8)O)O. Drug 2: C1=NC2=C(N=C(N=C2N1C3C(C(C(O3)CO)O)F)Cl)N. Cell line: HCT-15. Synergy scores: CSS=54.9, Synergy_ZIP=-4.32, Synergy_Bliss=-5.53, Synergy_Loewe=-8.99, Synergy_HSA=-2.62. (3) Drug 2: C1CN1P(=S)(N2CC2)N3CC3. Drug 1: C1CC(=O)NC(=O)C1N2CC3=C(C2=O)C=CC=C3N. Cell line: NCI/ADR-RES. Synergy scores: CSS=18.7, Synergy_ZIP=-6.28, Synergy_Bliss=-2.02, Synergy_Loewe=-2.18, Synergy_HSA=0.421.